From a dataset of Forward reaction prediction with 1.9M reactions from USPTO patents (1976-2016). Predict the product of the given reaction. (1) The product is: [OH:3][CH2:4][C:6]1[CH2:11][CH2:10][CH2:9][CH2:8][C:7]=1[C:12]1[CH:17]=[CH:16][C:15]([NH:18][C:19](=[O:28])[C:20]2[C:25]([F:26])=[CH:24][CH:23]=[CH:22][C:21]=2[F:27])=[CH:14][CH:13]=1. Given the reactants C([O:3][C:4]([C:6]1[CH2:11][CH2:10][CH2:9][CH2:8][C:7]=1[C:12]1[CH:17]=[CH:16][C:15]([NH:18][C:19](=[O:28])[C:20]2[C:25]([F:26])=[CH:24][CH:23]=[CH:22][C:21]=2[F:27])=[CH:14][CH:13]=1)=O)C.[H-].[H-].[H-].[H-].[Li+].[Al+3].[OH-].[Na+].O, predict the reaction product. (2) Given the reactants [NH2:1][C:2]1[CH:15]=[C:14]2[C:5]([O:6][C:7]3[C:8]([C:16]4[NH:21][C:20](=[O:22])[CH:19]=[C:18]([N:23]5[CH2:28][CH2:27][O:26][CH2:25][CH2:24]5)[CH:17]=4)=[CH:9][CH:10]=[CH:11][C:12]=3[CH2:13]2)=[CH:4][CH:3]=1.Br[CH2:30][C:31]([O:33][CH2:34][CH3:35])=[O:32].C(=O)([O-])[O-].[K+].[K+].CN(C)C(=O)C, predict the reaction product. The product is: [O:26]1[CH2:27][CH2:28][N:23]([C:18]2[CH:17]=[C:16]([C:8]3[CH:9]=[CH:10][CH:11]=[C:12]4[C:7]=3[O:6][C:5]3[CH:4]=[CH:3][C:2]([NH:1][CH2:30][C:31]([O:33][CH2:34][CH3:35])=[O:32])=[CH:15][C:14]=3[CH2:13]4)[NH:21][C:20](=[O:22])[CH:19]=2)[CH2:24][CH2:25]1.